From a dataset of Full USPTO retrosynthesis dataset with 1.9M reactions from patents (1976-2016). Predict the reactants needed to synthesize the given product. (1) The reactants are: [CH3:1][C:2]1[C:14]([C:15]([CH3:18])([CH3:17])[CH3:16])=[CH:13][C:12]2[C:11]3[C:6](=[CH:7][C:8]([CH3:23])=[C:9]([C:19]([CH3:22])([CH3:21])[CH3:20])[CH:10]=3)[CH2:5][C:4]=2[CH:3]=1.[CH2:24]([Li])[CH2:25][CH2:26][CH3:27].[CH2:29]([C:33]([CH2:39][CH2:40][CH2:41][CH3:42])=C1C=CC=C1)[CH2:30][CH2:31][CH3:32].Cl.O1CCC[CH2:45]1. Given the product [CH2:39]([C:33]([CH2:29][CH2:30][CH2:31][CH3:32])=[C:10]1[C:11]2[C:6]([CH:5]=[C:4]3[C:12]=2[CH:13]=[C:14]([C:15]([CH3:16])([CH3:17])[CH3:18])[C:2]([CH3:1])=[CH:3]3)=[C:7]([CH:24]2[CH:45]=[CH:27][CH:26]=[CH:25]2)[C:8]([CH3:23])=[C:9]1[C:19]([CH3:22])([CH3:21])[CH3:20])[CH2:40][CH2:41][CH3:42], predict the reactants needed to synthesize it. (2) Given the product [C@H:4]1([NH2:1])[C:13]2[C:8](=[CH:9][CH:10]=[CH:11][CH:12]=2)[CH2:7][CH2:6][CH2:5]1, predict the reactants needed to synthesize it. The reactants are: [N:1]([C@H:4]1[C:13]2[C:8](=[CH:9][CH:10]=[CH:11][CH:12]=2)[CH2:7][CH2:6][CH2:5]1)=[N+]=[N-].C1(P(C2C=CC=CC=2)C2C=CC=CC=2)C=CC=CC=1. (3) Given the product [CH3:26][C:27]1[O:31][C:30]([C:32]([NH:1][C:2]2([C:5](=[O:6])[NH:7][CH2:8][C:9]3[CH:10]=[CH:11][C:12]([NH:15][C:16]4[CH:21]=[CH:20][CH:19]=[CH:18][C:17]=4[C:22]([F:23])([F:24])[F:25])=[CH:13][CH:14]=3)[CH2:3][CH2:4]2)=[O:33])=[N:29][N:28]=1, predict the reactants needed to synthesize it. The reactants are: [NH2:1][C:2]1([C:5]([NH:7][CH2:8][C:9]2[CH:14]=[CH:13][C:12]([NH:15][C:16]3[CH:21]=[CH:20][CH:19]=[CH:18][C:17]=3[C:22]([F:25])([F:24])[F:23])=[CH:11][CH:10]=2)=[O:6])[CH2:4][CH2:3]1.[CH3:26][C:27]1[O:31][C:30]([C:32](O)=[O:33])=[N:29][N:28]=1. (4) Given the product [Cl:14][C:5]1[N:4]=[C:3]([CH:2]([F:10])[F:1])[CH:8]=[CH:7][N:6]=1, predict the reactants needed to synthesize it. The reactants are: [F:1][CH:2]([F:10])[C:3]1[CH:8]=[CH:7][N:6]=[C:5](O)[N:4]=1.O.P(Cl)(Cl)([Cl:14])=O. (5) Given the product [ClH:31].[C:1]([C:5]1[N:6]=[C:7]([C:11]2[NH:15][C:14]3[C:16]([C:27]([F:28])([F:29])[F:30])=[CH:17][C:18]([C:20]4[CH:25]=[CH:24][CH:23]=[CH:22][C:21]=4[F:26])=[CH:19][C:13]=3[N:12]=2)[O:8][C:9]=1[CH3:10])([CH3:4])([CH3:2])[CH3:3], predict the reactants needed to synthesize it. The reactants are: [C:1]([C:5]1[N:6]=[C:7]([C:11]2[NH:15][C:14]3[C:16]([C:27]([F:30])([F:29])[F:28])=[CH:17][C:18]([C:20]4[CH:25]=[CH:24][CH:23]=[CH:22][C:21]=4[F:26])=[CH:19][C:13]=3[N:12]=2)[O:8][C:9]=1[CH3:10])([CH3:4])([CH3:3])[CH3:2].[ClH:31]. (6) The reactants are: C1(C[N:8]2[CH2:12][CH2:11][C@H:10]([NH:13][CH2:14][CH2:15][C:16]#[N:17])[CH2:9]2)C=CC=CC=1.C1CC=CCC=1. Given the product [NH:8]1[CH2:12][CH2:11][C@H:10]([NH:13][CH2:14][CH2:15][C:16]#[N:17])[CH2:9]1, predict the reactants needed to synthesize it.